From a dataset of Catalyst prediction with 721,799 reactions and 888 catalyst types from USPTO. Predict which catalyst facilitates the given reaction. Reactant: COCN[C:5]([C:7]1[CH:16]=[CH:15][C:14]2[C:9](=[CH:10][CH:11]=[C:12]([Cl:17])[CH:13]=2)[CH:8]=1)=[O:6].[CH2:18]1COC[CH2:19]1.C([Mg]Cl)C.Cl. Product: [Cl:17][C:12]1[CH:13]=[C:14]2[C:9](=[CH:10][CH:11]=1)[CH:8]=[C:7]([C:5](=[O:6])[CH2:18][CH3:19])[CH:16]=[CH:15]2. The catalyst class is: 5.